From a dataset of Full USPTO retrosynthesis dataset with 1.9M reactions from patents (1976-2016). Predict the reactants needed to synthesize the given product. Given the product [CH3:1][C@@H:2]1[NH:3][CH2:4][CH2:5][N:6]([S:33]([C:30]2[CH:29]=[CH:28][C:27]([O:26][C:25]([F:24])([F:37])[F:38])=[CH:32][CH:31]=2)(=[O:35])=[O:34])[CH2:7]1, predict the reactants needed to synthesize it. The reactants are: [CH3:1][C@H:2]1[CH2:7][NH:6][CH2:5][CH2:4][N:3]1C(OC(C)(C)C)=O.CCN(C(C)C)C(C)C.[F:24][C:25]([F:38])([F:37])[O:26][C:27]1[CH:32]=[CH:31][C:30]([S:33](Cl)(=[O:35])=[O:34])=[CH:29][CH:28]=1.